From a dataset of NCI-60 drug combinations with 297,098 pairs across 59 cell lines. Regression. Given two drug SMILES strings and cell line genomic features, predict the synergy score measuring deviation from expected non-interaction effect. (1) Cell line: HCC-2998. Drug 2: N.N.Cl[Pt+2]Cl. Drug 1: C1CC(=O)NC(=O)C1N2C(=O)C3=CC=CC=C3C2=O. Synergy scores: CSS=5.70, Synergy_ZIP=-1.59, Synergy_Bliss=7.60, Synergy_Loewe=-13.6, Synergy_HSA=-3.52. (2) Drug 2: C1CCC(C1)C(CC#N)N2C=C(C=N2)C3=C4C=CNC4=NC=N3. Cell line: UACC62. Synergy scores: CSS=28.5, Synergy_ZIP=2.82, Synergy_Bliss=-0.963, Synergy_Loewe=-29.8, Synergy_HSA=-6.95. Drug 1: CCCS(=O)(=O)NC1=C(C(=C(C=C1)F)C(=O)C2=CNC3=C2C=C(C=N3)C4=CC=C(C=C4)Cl)F. (3) Drug 1: CCC1=C2CN3C(=CC4=C(C3=O)COC(=O)C4(CC)O)C2=NC5=C1C=C(C=C5)O. Drug 2: B(C(CC(C)C)NC(=O)C(CC1=CC=CC=C1)NC(=O)C2=NC=CN=C2)(O)O. Cell line: PC-3. Synergy scores: CSS=60.7, Synergy_ZIP=-1.88, Synergy_Bliss=1.55, Synergy_Loewe=1.07, Synergy_HSA=5.06. (4) Cell line: SK-MEL-5. Drug 1: C1=CC(=C2C(=C1NCCNCCO)C(=O)C3=C(C=CC(=C3C2=O)O)O)NCCNCCO. Drug 2: CC1=CC=C(C=C1)C2=CC(=NN2C3=CC=C(C=C3)S(=O)(=O)N)C(F)(F)F. Synergy scores: CSS=23.4, Synergy_ZIP=-5.98, Synergy_Bliss=-0.623, Synergy_Loewe=-16.0, Synergy_HSA=-2.35. (5) Drug 1: COC1=NC(=NC2=C1N=CN2C3C(C(C(O3)CO)O)O)N. Drug 2: C#CCC(CC1=CN=C2C(=N1)C(=NC(=N2)N)N)C3=CC=C(C=C3)C(=O)NC(CCC(=O)O)C(=O)O. Cell line: NCI-H322M. Synergy scores: CSS=56.1, Synergy_ZIP=2.20, Synergy_Bliss=-2.64, Synergy_Loewe=-32.5, Synergy_HSA=-3.69. (6) Drug 1: COC1=C(C=C2C(=C1)N=CN=C2NC3=CC(=C(C=C3)F)Cl)OCCCN4CCOCC4. Drug 2: CC1C(C(CC(O1)OC2CC(CC3=C2C(=C4C(=C3O)C(=O)C5=CC=CC=C5C4=O)O)(C(=O)C)O)N)O. Cell line: U251. Synergy scores: CSS=37.6, Synergy_ZIP=-2.45, Synergy_Bliss=-3.12, Synergy_Loewe=-9.07, Synergy_HSA=-0.135. (7) Drug 1: C1CCC(CC1)NC(=O)N(CCCl)N=O. Drug 2: C1CN1P(=S)(N2CC2)N3CC3. Cell line: RPMI-8226. Synergy scores: CSS=44.7, Synergy_ZIP=1.29, Synergy_Bliss=1.37, Synergy_Loewe=-3.36, Synergy_HSA=3.02.